This data is from Reaction yield outcomes from USPTO patents with 853,638 reactions. The task is: Predict the reaction yield, written as a fraction of the theoretical maximum amount of product (1.0 means a 100% yield; for example, 0.34 means a 34% yield). The reactants are [F:1][C:2]1[CH:11]=[CH:10][CH:9]=[C:8]2[C:3]=1[N:4]=[C:5]([C:21]([OH:23])=O)[C:6](=[O:20])[N:7]2[C:12]1[CH:17]=[CH:16][C:15]([O:18][CH3:19])=[CH:14][CH:13]=1.C(Cl)(=O)C(Cl)=O.[C:30]1(=[O:37])[CH2:35][CH2:34][CH2:33][C:32](=[O:36])[CH2:31]1.C(N(CC)CC)C.CC(C)(O)C#N. The catalyst is C(Cl)(Cl)Cl.CN(C)C=O. The product is [F:1][C:2]1[CH:11]=[CH:10][CH:9]=[C:8]2[C:3]=1[N:4]=[C:5]([C:21]([C:31]1[C:32](=[O:36])[CH2:33][CH2:34][CH2:35][C:30]=1[OH:37])=[O:23])[C:6](=[O:20])[N:7]2[C:12]1[CH:13]=[CH:14][C:15]([O:18][CH3:19])=[CH:16][CH:17]=1. The yield is 0.940.